Dataset: Full USPTO retrosynthesis dataset with 1.9M reactions from patents (1976-2016). Task: Predict the reactants needed to synthesize the given product. (1) The reactants are: [Si](C=[N+]=[N-])(C)(C)[CH3:2].[Cl:8][C:9]1[CH:10]=[N:11][CH:12]=[C:13]([Cl:38])[C:14]=1[NH:15][C:16]1[C:25]2[C:20](=[C:21]([O:28][CH2:29][CH2:30][CH2:31][CH2:32][CH2:33][C:34]([OH:36])=[O:35])[C:22]([O:26][CH3:27])=[CH:23][CH:24]=2)[O:19][C:18](=[O:37])[CH:17]=1.CO. Given the product [Cl:8][C:9]1[CH:10]=[N:11][CH:12]=[C:13]([Cl:38])[C:14]=1[NH:15][C:16]1[C:25]2[C:20](=[C:21]([O:28][CH2:29][CH2:30][CH2:31][CH2:32][CH2:33][C:34]([O:36][CH3:2])=[O:35])[C:22]([O:26][CH3:27])=[CH:23][CH:24]=2)[O:19][C:18](=[O:37])[CH:17]=1, predict the reactants needed to synthesize it. (2) Given the product [ClH:30].[Br:15][C:14]1[C:9]([OH:8])=[CH:10][C:11]([NH:16][C:17]2[S:18][CH:19]=[C:20]([CH2:22][CH2:23][C:24]3[CH:25]=[CH:26][CH:27]=[CH:28][CH:29]=3)[N:21]=2)=[N:12][CH:13]=1, predict the reactants needed to synthesize it. The reactants are: C([O:8][C:9]1[C:14]([Br:15])=[CH:13][N:12]=[C:11]([NH:16][C:17]2[S:18][CH:19]=[C:20]([CH2:22][CH2:23][C:24]3[CH:29]=[CH:28][CH:27]=[CH:26][CH:25]=3)[N:21]=2)[CH:10]=1)C1C=CC=CC=1.[ClH:30].